Dataset: Forward reaction prediction with 1.9M reactions from USPTO patents (1976-2016). Task: Predict the product of the given reaction. The product is: [CH:1]1([N:4]([CH2:31][C:32]2[CH:37]=[C:36]([CH2:38][CH2:39][CH2:40][O:41][CH3:42])[CH:35]=[C:34]([O:43][CH2:44][CH2:45][O:46][CH3:47])[CH:33]=2)[C:5]([C@@H:7]2[C@:12]([C:16]3[CH:21]=[CH:20][C:19]([F:22])=[C:18]([F:23])[CH:17]=3)([O:13][CH2:14][CH3:15])[CH2:11][CH2:10][NH:9][CH2:8]2)=[O:6])[CH2:3][CH2:2]1. Given the reactants [CH:1]1([N:4]([CH2:31][C:32]2[CH:37]=[C:36]([CH2:38][CH2:39][CH2:40][O:41][CH3:42])[CH:35]=[C:34]([O:43][CH2:44][CH2:45][O:46][CH3:47])[CH:33]=2)[C:5]([C@@H:7]2[C@:12]([C:16]3[CH:21]=[CH:20][C:19]([F:22])=[C:18]([F:23])[CH:17]=3)([O:13][CH2:14][CH3:15])[CH2:11][CH2:10][N:9](C(OC(C)(C)C)=O)[CH2:8]2)=[O:6])[CH2:3][CH2:2]1.Cl, predict the reaction product.